This data is from Forward reaction prediction with 1.9M reactions from USPTO patents (1976-2016). The task is: Predict the product of the given reaction. (1) Given the reactants C([O:3][C:4](=[O:18])[CH2:5][CH2:6][N:7]1[CH:11]=[C:10]([C:12]2[CH:17]=[CH:16][CH:15]=[CH:14][CH:13]=2)[N:9]=[CH:8]1)C.[OH-].[Na+].CCOC(C)=O, predict the reaction product. The product is: [C:12]1([C:10]2[N:9]=[CH:8][N:7]([CH2:6][CH2:5][C:4]([OH:18])=[O:3])[CH:11]=2)[CH:13]=[CH:14][CH:15]=[CH:16][CH:17]=1. (2) Given the reactants [CH2:1]([O:3][C:4](=[O:33])[C:5]1[CH:10]=[C:9]([O:11][C:12]([F:15])([F:14])[F:13])[C:8]([CH2:16][N:17]2[CH2:21][CH2:20][C@@H:19]([NH:22][C:23]([O:25][C:26]([CH3:29])([CH3:28])[CH3:27])=[O:24])[CH2:18]2)=[CH:7][C:6]=1[N+:30]([O-])=O)[CH3:2].C(OC(=O)C1C=C(OC(F)(F)F)C(C=C)=CC=1N)C, predict the reaction product. The product is: [CH2:1]([O:3][C:4](=[O:33])[C:5]1[CH:10]=[C:9]([O:11][C:12]([F:15])([F:14])[F:13])[C:8]([CH2:16][N:17]2[CH2:21][CH2:20][C@@H:19]([NH:22][C:23]([O:25][C:26]([CH3:28])([CH3:27])[CH3:29])=[O:24])[CH2:18]2)=[CH:7][C:6]=1[NH2:30])[CH3:2]. (3) Given the reactants [CH2:1]([N:3]1[C:7](=[NH:8])/[C:6](=[CH:9]\[C:10]2[CH:15]=[CH:14][C:13]([OH:16])=[C:12]([O:17][CH3:18])[CH:11]=2)/[N:5]([CH3:19])[C:4]1=[O:20])[CH3:2].C(=O)([O-])[O-].[Li+].[Li+].F[C:28]1[CH:35]=[CH:34][C:31]([C:32]#[N:33])=[CH:30][C:29]=1[C:36]([F:39])([F:38])[F:37].O, predict the reaction product. The product is: [CH2:1]([N:3]1[C:7](=[NH:8])/[C:6](=[CH:9]\[C:10]2[CH:15]=[CH:14][C:13]([O:16][C:28]3[CH:35]=[CH:34][C:31]([C:32]#[N:33])=[CH:30][C:29]=3[C:36]([F:37])([F:39])[F:38])=[C:12]([O:17][CH3:18])[CH:11]=2)/[N:5]([CH3:19])[C:4]1=[O:20])[CH3:2]. (4) Given the reactants [CH3:1][O:2][C:3]([C:5]1[C:13]2[NH:12][C:11]([C:14]3[C:15](=[O:21])[NH:16][CH:17]=[CH:18][C:19]=3Cl)=[N:10][C:9]=2[CH:8]=[CH:7][CH:6]=1)=[O:4].[Cl:22][C:23]1[CH:24]=[C:25]([CH2:29][CH2:30][NH2:31])[CH:26]=[CH:27][CH:28]=1.C(N(CC)CC)C.COC(C1C2NC(C3C(=O)NC=CC=3NC[C@@H](O)C3C=CC=CC=3)=NC=2C=CC=1)=O, predict the reaction product. The product is: [CH3:1][O:2][C:3]([C:5]1[C:13]2[NH:12][C:11]([C:14]3[C:15](=[O:21])[NH:16][CH:17]=[CH:18][C:19]=3[NH:31][CH2:30][CH2:29][C:25]3[CH:26]=[CH:27][CH:28]=[C:23]([Cl:22])[CH:24]=3)=[N:10][C:9]=2[CH:8]=[CH:7][CH:6]=1)=[O:4]. (5) Given the reactants [Cl:1][C:2]1[CH:10]=[C:9]2[C:5]([C:6]([C:12]3[N:13]=[C:14]4[C:20]([C:21]([OH:23])=O)=[CH:19][N:18]([CH2:24][O:25][CH2:26][CH2:27][Si:28]([CH3:31])([CH3:30])[CH3:29])[C:15]4=[N:16][CH:17]=3)=[N:7][N:8]2[CH3:11])=[CH:4][CH:3]=1.[NH2:32][CH:33]([CH2:36][OH:37])[CH2:34][OH:35].CN(C(ON1N=NC2C=CC=CC1=2)=[N+](C)C)C.F[P-](F)(F)(F)(F)F.C1C=CC2N(O)N=NC=2C=1.C(N(CC)C(C)C)(C)C, predict the reaction product. The product is: [OH:35][CH2:34][CH:33]([NH:32][C:21]([C:20]1[C:14]2[C:15](=[N:16][CH:17]=[C:12]([C:6]3[C:5]4[C:9](=[CH:10][C:2]([Cl:1])=[CH:3][CH:4]=4)[N:8]([CH3:11])[N:7]=3)[N:13]=2)[N:18]([CH2:24][O:25][CH2:26][CH2:27][Si:28]([CH3:31])([CH3:29])[CH3:30])[CH:19]=1)=[O:23])[CH2:36][OH:37].